This data is from NCI-60 drug combinations with 297,098 pairs across 59 cell lines. The task is: Regression. Given two drug SMILES strings and cell line genomic features, predict the synergy score measuring deviation from expected non-interaction effect. Drug 1: C1CCN(CC1)CCOC2=CC=C(C=C2)C(=O)C3=C(SC4=C3C=CC(=C4)O)C5=CC=C(C=C5)O. Drug 2: C(CC(=O)O)C(=O)CN.Cl. Cell line: SW-620. Synergy scores: CSS=-10.5, Synergy_ZIP=3.63, Synergy_Bliss=-1.39, Synergy_Loewe=-12.6, Synergy_HSA=-9.92.